Dataset: Catalyst prediction with 721,799 reactions and 888 catalyst types from USPTO. Task: Predict which catalyst facilitates the given reaction. (1) Reactant: [C:1]([C:3]1[CH:8]=[CH:7][C:6]([CH:9]2[N:14]([C:15]([O:17]C3C=CC([N+]([O-])=O)=CC=3)=O)[C:13](=[O:27])[N:12]([C:28]3[CH:33]=[CH:32][CH:31]=[C:30]([C:34]([F:37])([F:36])[F:35])[CH:29]=3)[C:11]3[CH2:38][CH2:39][C:40](=[O:41])[C:10]2=3)=[CH:5][CH:4]=1)#[N:2].[CH3:42][NH:43][CH3:44].O.CN(C)C=O. Product: [C:1]([C:3]1[CH:8]=[CH:7][C:6]([CH:9]2[N:14]([C:15]([N:43]([CH3:44])[CH3:42])=[O:17])[C:13](=[O:27])[N:12]([C:28]3[CH:33]=[CH:32][CH:31]=[C:30]([C:34]([F:35])([F:36])[F:37])[CH:29]=3)[C:11]3[CH2:38][CH2:39][C:40](=[O:41])[C:10]2=3)=[CH:5][CH:4]=1)#[N:2]. The catalyst class is: 10. (2) Reactant: [Br:1][C:2]1[C:3]([F:9])=[C:4]([OH:8])[CH:5]=[CH:6][CH:7]=1.C(=O)([O-])[O-].[Cs+].[Cs+].Br[CH:17]([CH3:19])[CH3:18]. Product: [Br:1][C:2]1[CH:7]=[CH:6][CH:5]=[C:4]([O:8][CH:17]([CH3:19])[CH3:18])[C:3]=1[F:9]. The catalyst class is: 10. (3) Reactant: [O:1]1[CH2:6][CH2:5][N:4]([C:7]2[S:8][CH:9]=[C:10]([C:12](OC)=[O:13])[N:11]=2)[CH2:3][CH2:2]1.[H-].[Al+3].[Li+].[H-].[H-].[H-].[O-]S([O-])(=O)=O.[Na+].[Na+]. Product: [O:1]1[CH2:6][CH2:5][N:4]([C:7]2[S:8][CH:9]=[C:10]([CH2:12][OH:13])[N:11]=2)[CH2:3][CH2:2]1. The catalyst class is: 757. (4) Reactant: Br[CH2:2][C:3]([NH:5][C:6]1[C:15]2[CH2:14][CH:13]([OH:16])[CH2:12][CH2:11][C:10]=2[CH:9]=[CH:8][CH:7]=1)=[O:4].[Cl:17][C:18]1[CH:24]=[CH:23][C:21]([NH2:22])=[CH:20][C:19]=1[C:25]([F:28])([F:27])[F:26].C(=O)([O-])[O-].[K+].[K+].O. Product: [Cl:17][C:18]1[CH:24]=[CH:23][C:21]([NH:22][CH2:2][C:3]([NH:5][C:6]2[C:15]3[CH2:14][CH:13]([OH:16])[CH2:12][CH2:11][C:10]=3[CH:9]=[CH:8][CH:7]=2)=[O:4])=[CH:20][C:19]=1[C:25]([F:26])([F:27])[F:28]. The catalyst class is: 16. (5) Reactant: [F:1][C:2]1[CH:9]=[CH:8][C:5]([CH:6]=O)=[CH:4][CH:3]=1.C([CH2:13][S:14]([CH2:17][S:18]([CH2:21][C:22](O)=O)(=[O:20])=[O:19])(=[O:16])=[O:15])(O)=O. Product: [F:1][C:2]1[CH:9]=[CH:8][C:5](/[CH:6]=[CH:13]/[S:14]([CH2:17][S:18](/[CH:21]=[CH:22]/[C:5]2[CH:8]=[CH:9][C:2]([F:1])=[CH:3][CH:4]=2)(=[O:20])=[O:19])(=[O:16])=[O:15])=[CH:4][CH:3]=1. The catalyst class is: 15. (6) Reactant: [C:1](Cl)(=[O:10])[CH:2]=[CH:3][C:4]1[CH:9]=[CH:8][CH:7]=[CH:6][CH:5]=1.[NH2:12][C:13]1[CH:18]=[CH:17][C:16]([OH:19])=[CH:15][CH:14]=1.ClCCl.Cl.ClCCl. Product: [C:4]1(/[CH:3]=[CH:2]/[C:1]([NH:12][C:13]2[CH:18]=[CH:17][C:16]([O:19][C:1](=[O:10])/[CH:2]=[CH:3]/[C:4]3[CH:9]=[CH:8][CH:7]=[CH:6][CH:5]=3)=[CH:15][CH:14]=2)=[O:10])[CH:9]=[CH:8][CH:7]=[CH:6][CH:5]=1. The catalyst class is: 377. (7) Reactant: [C:1]1([CH3:11])[CH:6]=[CH:5][CH:4]=[C:3]([S:7](Cl)(=[O:9])=[O:8])[CH:2]=1.[F:12][C:13]1[CH:18]=[CH:17][C:16]([NH:19][C:20]([O:22][N:23]=[C:24]2[CH2:29][CH2:28][NH:27][CH2:26][CH2:25]2)=[O:21])=[CH:15][CH:14]=1.C(N(CC)C(C)C)(C)C. Product: [F:12][C:13]1[CH:18]=[CH:17][C:16]([NH:19][C:20]([O:22][N:23]=[C:24]2[CH2:29][CH2:28][N:27]([S:7]([C:3]3[CH:2]=[C:1]([CH3:11])[CH:6]=[CH:5][CH:4]=3)(=[O:9])=[O:8])[CH2:26][CH2:25]2)=[O:21])=[CH:15][CH:14]=1. The catalyst class is: 2.